This data is from Catalyst prediction with 721,799 reactions and 888 catalyst types from USPTO. The task is: Predict which catalyst facilitates the given reaction. (1) Reactant: [CH3:1][C:2]([C:6]1[CH:11]=[CH:10][CH:9]=[C:8]([N+:12]([O-])=O)[CH:7]=1)([CH3:5])[C:3]#[N:4]. Product: [NH2:12][C:8]1[CH:7]=[C:6]([C:2]([CH3:5])([CH3:1])[C:3]#[N:4])[CH:11]=[CH:10][CH:9]=1. The catalyst class is: 43. (2) Reactant: [Br:1][C:2]1[CH:7]=[CH:6][C:5]([C:8](O)([CH3:10])[CH3:9])=[C:4]([F:12])[CH:3]=1.C([SiH](CC)CC)C.FC(F)(F)C(O)=O. Product: [Br:1][C:2]1[CH:7]=[CH:6][C:5]([CH:8]([CH3:9])[CH3:10])=[C:4]([F:12])[CH:3]=1. The catalyst class is: 2. (3) Reactant: B(Br)(Br)Br.[CH2:5]([C:7]1([C:15]2[CH:20]=[CH:19][CH:18]=[C:17]([O:21]C)[CH:16]=2)[CH2:13][CH2:12][CH2:11][CH2:10][NH:9][C:8]1=O)[CH3:6]. Product: [CH2:5]([C:7]1([C:15]2[CH:16]=[C:17]([OH:21])[CH:18]=[CH:19][CH:20]=2)[CH2:13][CH2:12][CH2:11][CH2:10][NH:9][CH2:8]1)[CH3:6]. The catalyst class is: 2. (4) Reactant: [F:1][C:2]([F:23])([F:22])[CH:3]([C:5]1[C:14]2[O:13][CH2:12][CH2:11][N:10](C(OC(C)(C)C)=O)[CH2:9][C:8]=2[S:7][CH:6]=1)[CH3:4].C(OCC)(=O)C.Cl. Product: [F:23][C:2]([F:1])([F:22])[CH:3]([C:5]1[C:14]2[O:13][CH2:12][CH2:11][NH:10][CH2:9][C:8]=2[S:7][CH:6]=1)[CH3:4]. The catalyst class is: 13. (5) Reactant: [Cl:1][C:2]1[CH:7]=[CH:6][C:5]([C:8]2[N:12]([CH:13]3[CH2:15][CH2:14]3)[C:11](=[O:16])[N:10]([CH2:17][C:18]3[CH:23]=[CH:22][C:21]([C:24]([OH:26])=O)=[CH:20][C:19]=3[O:27][CH3:28])[N:9]=2)=[CH:4][CH:3]=1.C1C=CC2N(O)N=NC=2C=1.C(Cl)CCl.[CH3:43][C:44]([NH2:47])([CH3:46])[CH3:45]. Product: [C:44]([NH:47][C:24]([C:21]1[CH:22]=[CH:23][C:18]([CH2:17][N:10]2[C:11](=[O:16])[N:12]([CH:13]3[CH2:15][CH2:14]3)[C:8]([C:5]3[CH:6]=[CH:7][C:2]([Cl:1])=[CH:3][CH:4]=3)=[N:9]2)=[C:19]([O:27][CH3:28])[CH:20]=1)=[O:26])([CH3:46])([CH3:45])[CH3:43]. The catalyst class is: 18. (6) Reactant: [F:1][CH:2]([F:19])[CH2:3][CH2:4][C:5]1([OH:18])[CH2:10][CH2:9][N:8](C(OC(C)(C)C)=O)[CH2:7][CH2:6]1. Product: [F:19][CH:2]([F:1])[CH2:3][CH2:4][C:5]1([OH:18])[CH2:6][CH2:7][NH:8][CH2:9][CH2:10]1. The catalyst class is: 89. (7) Reactant: C(N(C(C)C)CC)(C)C.[F:10][C:11]1[CH:16]=[CH:15][C:14]([CH2:17][C:18]2[C:27]3[C:22](=[CH:23][CH:24]=[CH:25][CH:26]=3)[C:21](=[O:28])[NH:20][N:19]=2)=[CH:13][C:12]=1[NH:29][C:30]([CH2:32][N:33]([CH3:38])[CH2:34][C:35]([OH:37])=O)=[O:31].[Cl-].[Na+]. Product: [F:10][C:11]1[CH:16]=[CH:15][C:14]([CH2:17][C:18]2[C:27]3[C:22](=[CH:23][CH:24]=[CH:25][CH:26]=3)[C:21](=[O:28])[NH:20][N:19]=2)=[CH:13][C:12]=1[N:29]1[C:30](=[O:31])[CH2:32][N:33]([CH3:38])[CH2:34][C:35]1=[O:37]. The catalyst class is: 287.